Dataset: Forward reaction prediction with 1.9M reactions from USPTO patents (1976-2016). Task: Predict the product of the given reaction. (1) Given the reactants [OH:1][CH2:2][C:3]1([CH2:6][O:7][C:8]2[C:13]([O:14][CH3:15])=[C:12]([O:16][CH3:17])[CH:11]=[CH:10][C:9]=2[C:18]2[CH:26]=[CH:25][CH:24]=[C:23]3[C:19]=2[CH2:20][CH2:21][C:22]3=[O:27])[CH2:5][CH2:4]1.C(N(CC)CC)C.[CH2:35]([N:37]=[C:38]=[O:39])[CH3:36], predict the reaction product. The product is: [CH3:15][O:14][C:13]1[C:12]([O:16][CH3:17])=[CH:11][CH:10]=[C:9]([C:18]2[CH:26]=[CH:25][CH:24]=[C:23]3[C:19]=2[CH2:20][CH2:21][C:22]3=[O:27])[C:8]=1[O:7][CH2:6][C:3]1([CH2:2][O:1][C:38](=[O:39])[NH:37][CH2:35][CH3:36])[CH2:4][CH2:5]1. (2) Given the reactants Br[CH2:2][CH2:3][CH2:4][OH:5].Cl[Si](C(C)C)(C(C)C)[CH:8]([CH3:10])[CH3:9].N1[CH:21]=[CH:20][N:19]=[CH:18]1.[OH2:22], predict the reaction product. The product is: [OH:22][CH2:2][CH2:3][CH2:4][O:5][CH2:9][CH:8]1[CH2:10][CH2:18][NH:19][CH2:20][CH2:21]1. (3) Given the reactants Br[C:2]1[N:3]([CH2:21][CH2:22][C:23]([O:25][CH2:26][CH3:27])=[O:24])[C:4]2[C:9]([C:10]=1[CH:11]1[CH2:16][CH2:15][CH2:14][CH2:13][CH2:12]1)=[CH:8][CH:7]=[C:6]([C:17]([O:19][CH3:20])=[O:18])[CH:5]=2.[C:28]1([NH2:34])[CH:33]=[CH:32][CH:31]=[CH:30][CH:29]=1.[Cl-:35].[Li+].C(=O)([O-])[O-].[Na+].[Na+].[Cl-].[NH4+], predict the reaction product. The product is: [NH2:34][C:28]1[CH:33]=[C:32]([Cl:35])[CH:31]=[CH:30][C:29]=1[C:2]1[N:3]([CH2:21][CH2:22][C:23]([O:25][CH2:26][CH3:27])=[O:24])[C:4]2[C:9]([C:10]=1[CH:11]1[CH2:12][CH2:13][CH2:14][CH2:15][CH2:16]1)=[CH:8][CH:7]=[C:6]([C:17]([O:19][CH3:20])=[O:18])[CH:5]=2. (4) Given the reactants Cl[C:2]1[N:7]=[C:6]([C:8]2[CH:13]=[CH:12][C:11]([Cl:14])=[CH:10][CH:9]=2)[CH:5]=[C:4]([C:15]([F:18])([F:17])[F:16])[N:3]=1.[NH:19]1[CH:23]=[C:22]([C:24]2[CH:29]=[CH:28][N:27]=[CH:26][CH:25]=2)[N:21]=[CH:20]1, predict the reaction product. The product is: [Cl:14][C:11]1[CH:12]=[CH:13][C:8]([C:6]2[CH:5]=[C:4]([C:15]([F:18])([F:17])[F:16])[N:3]=[C:2]([N:19]3[CH:23]=[C:22]([C:24]4[CH:29]=[CH:28][N:27]=[CH:26][CH:25]=4)[N:21]=[CH:20]3)[N:7]=2)=[CH:9][CH:10]=1. (5) Given the reactants Cl[C:2]1[N:10]=[C:9]2[C:5]([NH:6][CH:7]=[N:8]2)=[C:4]([OH:11])[N:3]=1.[Cl:12][C:13]1[CH:14]=[C:15]([CH:18]=[CH:19][CH:20]=1)[CH2:16][NH2:17].C(N(CC)CC)C, predict the reaction product. The product is: [Cl:12][C:13]1[CH:14]=[C:15]([CH:18]=[CH:19][CH:20]=1)[CH2:16][NH:17][C:2]1[N:10]=[C:9]2[C:5]([NH:6][CH:7]=[N:8]2)=[C:4]([OH:11])[N:3]=1. (6) The product is: [CH:1]([CH:4]1[CH2:9][CH2:8][CH:7]([CH3:10])[CH2:6][CH:5]1[O:11][C:12](=[O:23])[NH:13][C@@:14]1([CH3:22])[CH2:19][CH2:18][C:17](=[O:20])[NH:16][C:15]1=[O:21])([CH3:3])[CH3:2]. Given the reactants [CH:1]([CH:4]1[CH2:9][CH2:8][CH:7]([CH3:10])[CH2:6][CH:5]1[O:11][C:12](=[O:23])[NH:13][C@:14]1([CH3:22])[CH2:19][CH2:18][C:17](=[O:20])[NH:16][C:15]1=[O:21])([CH3:3])[CH3:2], predict the reaction product. (7) Given the reactants [CH2:1]([O:8][C:9](=[O:66])[NH:10][C@@H:11]1[C:14](=[O:15])[N:13]([CH2:16][C:17]2[CH:22]=[CH:21][C:20]([O:23][CH3:24])=[CH:19][C:18]=2[O:25][CH3:26])[C@@H:12]1[CH2:27][N:28]1[N:32]=[C:31]([CH2:33][O:34][Si](C(C)(C)C)(C2C=CC=CC=2)C2C=CC=CC=2)[C:30]([CH2:52][NH:53][S:54]([C:57]2[CH:62]=[CH:61][CH:60]=[CH:59][C:58]=2[N+:63]([O-:65])=[O:64])(=[O:56])=[O:55])=[N:29]1)[C:2]1[CH:7]=[CH:6][CH:5]=[CH:4][CH:3]=1.CCCC[N+](CCCC)(CCCC)CCCC.[F-], predict the reaction product. The product is: [CH2:1]([O:8][C:9](=[O:66])[NH:10][C@@H:11]1[C:14](=[O:15])[N:13]([CH2:16][C:17]2[CH:22]=[CH:21][C:20]([O:23][CH3:24])=[CH:19][C:18]=2[O:25][CH3:26])[C@@H:12]1[CH2:27][N:28]1[N:32]=[C:31]([CH2:33][OH:34])[C:30]([CH2:52][NH:53][S:54]([C:57]2[CH:62]=[CH:61][CH:60]=[CH:59][C:58]=2[N+:63]([O-:65])=[O:64])(=[O:55])=[O:56])=[N:29]1)[C:2]1[CH:3]=[CH:4][CH:5]=[CH:6][CH:7]=1.